From a dataset of Catalyst prediction with 721,799 reactions and 888 catalyst types from USPTO. Predict which catalyst facilitates the given reaction. Reactant: C([O-])=O.[CH3:4][N+:5]([CH3:35])([CH3:34])[CH2:6][C@H:7]([NH:16][C:17]([NH:19][CH2:20][CH2:21][CH2:22][CH2:23][CH2:24][CH2:25][CH2:26][CH2:27][CH2:28][CH2:29][CH2:30][CH2:31][O:32][CH3:33])=[O:18])[CH2:8][C:9]([O:11]CC(C)C)=[O:10]. Product: [CH3:35][N+:5]([CH3:4])([CH3:34])[CH2:6][C@H:7]([NH:16][C:17]([NH:19][CH2:20][CH2:21][CH2:22][CH2:23][CH2:24][CH2:25][CH2:26][CH2:27][CH2:28][CH2:29][CH2:30][CH2:31][O:32][CH3:33])=[O:18])[CH2:8][C:9]([O-:11])=[O:10]. The catalyst class is: 619.